From a dataset of Forward reaction prediction with 1.9M reactions from USPTO patents (1976-2016). Predict the product of the given reaction. (1) Given the reactants [CH3:1][O:2][C:3]1[CH:8]=[CH:7][C:6]([C:9]2[O:13][C:12]([CH:14]=[O:15])=[N:11][C:10]=2[C:16]2[CH:17]=[N:18][C:19]([O:22][CH3:23])=[CH:20][CH:21]=2)=[CH:5][CH:4]=1.CC(=CC)C.P([O-])(O)(O)=[O:30].[Na+].Cl([O-])=O.[Na+], predict the reaction product. The product is: [CH3:1][O:2][C:3]1[CH:4]=[CH:5][C:6]([C:9]2[O:13][C:12]([C:14]([OH:30])=[O:15])=[N:11][C:10]=2[C:16]2[CH:17]=[N:18][C:19]([O:22][CH3:23])=[CH:20][CH:21]=2)=[CH:7][CH:8]=1. (2) Given the reactants [CH3:1][O:2][C:3]([C:5]1[C:13]([CH2:14][N:15]2[C:19]3[CH:20]=[CH:21][CH:22]=[CH:23][C:18]=3[N:17](C(C)=C)[C:16]2=[O:27])=[C:12]2[C:8]([C:9]([CH3:30])=[C:10]([CH3:29])[N:11]2[CH3:28])=[CH:7][CH:6]=1)=[O:4].Cl, predict the reaction product. The product is: [CH3:1][O:2][C:3]([C:5]1[C:13]([CH2:14][N:15]2[C:19]3[CH:20]=[CH:21][CH:22]=[CH:23][C:18]=3[NH:17][C:16]2=[O:27])=[C:12]2[C:8]([C:9]([CH3:30])=[C:10]([CH3:29])[N:11]2[CH3:28])=[CH:7][CH:6]=1)=[O:4]. (3) Given the reactants Br[C:2]1[CH:3]=[CH:4][C:5](/[CH:8]=[CH:9]/[C@@H:10]2[C@H:18]3[C@:14]([C:21]4[O:25][C:24](=[O:26])[NH:23][N:22]=4)([C:15](=[O:20])[O:16][C@@H:17]3[CH3:19])[CH2:13][C:12]([F:28])([F:27])[C@H:11]2[CH3:29])=[N:6][CH:7]=1.[F:30][C:31]1[CH:32]=[C:33](B(O)O)[CH:34]=[CH:35][CH:36]=1.P([O-])([O-])([O-])=O.[K+].[K+].[K+], predict the reaction product. The product is: [F:27][C:12]1([F:28])[C@@H:11]([CH3:29])[C@H:10](/[CH:9]=[CH:8]/[C:5]2[CH:4]=[CH:3][C:2]([C:35]3[CH:34]=[CH:33][CH:32]=[C:31]([F:30])[CH:36]=3)=[CH:7][N:6]=2)[C@H:18]2[C@:14]([C:21]3[O:25][C:24](=[O:26])[NH:23][N:22]=3)([C:15](=[O:20])[O:16][C@@H:17]2[CH3:19])[CH2:13]1. (4) Given the reactants [CH3:1][C:2]1[N:3]([CH3:15])[C:4]2[C:10]([NH:11]C(=O)C)=[CH:9][CH:8]=[CH:7][C:5]=2[N:6]=1.C(N1C2C(N)=CC=CC=2N=C1C)C, predict the reaction product. The product is: [CH3:1][C:2]1[N:3]([CH3:15])[C:4]2[C:10]([NH2:11])=[CH:9][CH:8]=[CH:7][C:5]=2[N:6]=1. (5) Given the reactants [Cl:1][C:2]1[CH:7]=[CH:6][C:5]([S:8]([C:11](=[C:14]([NH:17][C:18]2[CH:23]=[C:22]([Cl:24])[CH:21]=[C:20]([Cl:25])[CH:19]=2)SC)[C:12]#[N:13])(=[O:10])=[O:9])=[CH:4][CH:3]=1.[CH3:26][CH:27]([NH2:32])[C:28]([CH3:31])([CH3:30])[CH3:29], predict the reaction product. The product is: [Cl:1][C:2]1[CH:7]=[CH:6][C:5]([S:8]([C:11](=[C:14]([NH:17][C:18]2[CH:23]=[C:22]([Cl:24])[CH:21]=[C:20]([Cl:25])[CH:19]=2)[NH:32][CH:27]([CH3:26])[C:28]([CH3:31])([CH3:30])[CH3:29])[C:12]#[N:13])(=[O:10])=[O:9])=[CH:4][CH:3]=1. (6) Given the reactants [CH3:1][N:2]1[C:14]2[C:13]3[CH:12]=[C:11]4[CH:15]=[CH:16][CH:17]=[CH:18][C:10]4=[CH:9][C:8]=3[N:7]=[C:6](Cl)[C:5]=2[N:4]=[CH:3]1.[CH3:20][NH2:21], predict the reaction product. The product is: [CH3:1][N:2]1[C:14]2[C:13]3[CH:12]=[C:11]4[CH:15]=[CH:16][CH:17]=[CH:18][C:10]4=[CH:9][C:8]=3[N:7]=[C:6]([NH:21][CH3:20])[C:5]=2[N:4]=[CH:3]1.